This data is from Full USPTO retrosynthesis dataset with 1.9M reactions from patents (1976-2016). The task is: Predict the reactants needed to synthesize the given product. (1) Given the product [Br:1][C:2]1[N:7]=[C:6]([CH2:8][N:10]2[CH2:15][CH2:14][O:13][CH2:12][CH2:11]2)[CH:5]=[CH:4][CH:3]=1, predict the reactants needed to synthesize it. The reactants are: [Br:1][C:2]1[N:7]=[C:6]([CH:8]=O)[CH:5]=[CH:4][CH:3]=1.[NH:10]1[CH2:15][CH2:14][O:13][CH2:12][CH2:11]1.[BH-](OC(C)=O)(OC(C)=O)OC(C)=O.[Na+].C([O-])(O)=O.[Na+]. (2) Given the product [F:33][C:11]1[CH:12]=[C:13]2[C:8](=[CH:9][CH:10]=1)[CH:7]=[C:6]([CH2:5][C:4]([OH:34])=[O:3])[CH:15]=[C:14]2[C:16](=[O:32])[C:17]1[CH:18]=[CH:19][C:20]([S:23]([N:26]2[CH2:27][CH2:28][NH:29][CH2:30][CH2:31]2)(=[O:25])=[O:24])=[CH:21][CH:22]=1, predict the reactants needed to synthesize it. The reactants are: C([O:3][C:4](=[O:34])[CH2:5][C:6]1[CH:15]=[C:14]([C:16](=[O:32])[C:17]2[CH:22]=[CH:21][C:20]([S:23]([N:26]3[CH2:31][CH2:30][NH:29][CH2:28][CH2:27]3)(=[O:25])=[O:24])=[CH:19][CH:18]=2)[C:13]2[C:8](=[CH:9][CH:10]=[C:11]([F:33])[CH:12]=2)[CH:7]=1)C.O.[OH-].[Li+]. (3) The reactants are: [CH2:1]1[N:12]2[C:13]3[C:9]([C@@H:10]4[CH2:17][NH:16][CH2:15][CH2:14][C@@H:11]42)=[CH:8][CH:7]=[CH:6][C:5]=3[CH2:4][S:3][CH2:2]1.Cl[CH2:19][CH2:20][CH2:21][O:22][C:23]1[CH:28]=[CH:27][C:26]([F:29])=[CH:25][C:24]=1[N+:30]([O-:32])=[O:31]. Given the product [F:29][C:26]1[CH:27]=[CH:28][C:23]([O:22][CH2:21][CH2:20][CH2:19][N:16]2[CH2:15][CH2:14][C@@H:11]3[N:12]4[CH2:1][CH2:2][S:3][CH2:4][C:5]5[CH:6]=[CH:7][CH:8]=[C:9]([C:13]4=5)[C@@H:10]3[CH2:17]2)=[C:24]([N+:30]([O-:32])=[O:31])[CH:25]=1, predict the reactants needed to synthesize it. (4) Given the product [ClH:61].[NH2:51][CH2:50][C@H:47]1[CH2:46][CH2:45][C@H:44]([C:42]([NH:41][C@H:16]([C:15]([NH:14][C:11]2[CH:10]=[CH:9][C:8]([C:6]3[NH:5][N:4]=[C:3]([CH:2]([F:60])[F:1])[N:7]=3)=[CH:13][CH:12]=2)=[O:59])[CH2:17][C:18]2[CH:23]=[CH:22][C:21]([C:24]3[CH:29]=[CH:28][C:27]([C:30]([NH:31][CH:32]4[CH2:37][CH2:36][CH2:35][NH:34][C:33]4=[O:38])=[O:39])=[CH:26][C:25]=3[CH3:40])=[CH:20][CH:19]=2)=[O:43])[CH2:49][CH2:48]1, predict the reactants needed to synthesize it. The reactants are: [F:1][CH:2]([F:60])[C:3]1[N:7]=[C:6]([C:8]2[CH:13]=[CH:12][C:11]([NH:14][C:15](=[O:59])[C@@H:16]([NH:41][C:42]([C@H:44]3[CH2:49][CH2:48][C@H:47]([CH2:50][NH:51]C(=O)OC(C)(C)C)[CH2:46][CH2:45]3)=[O:43])[CH2:17][C:18]3[CH:23]=[CH:22][C:21]([C:24]4[CH:29]=[CH:28][C:27]([C:30](=[O:39])[NH:31][CH:32]5[CH2:37][CH2:36][CH2:35][NH:34][C:33]5=[O:38])=[CH:26][C:25]=4[CH3:40])=[CH:20][CH:19]=3)=[CH:10][CH:9]=2)[NH:5][N:4]=1.[ClH:61]. (5) Given the product [CH:15]1([NH:18][C:5](=[NH:14])[C:6]2[CH:7]=[CH:8][C:9]([O:12][CH3:13])=[CH:10][CH:11]=2)[CH2:17][CH2:16]1, predict the reactants needed to synthesize it. The reactants are: Cl.C(O[C:5](=[NH:14])[C:6]1[CH:11]=[CH:10][C:9]([O:12][CH3:13])=[CH:8][CH:7]=1)C.[CH:15]1([NH2:18])[CH2:17][CH2:16]1. (6) Given the product [Cl:13][C:14]([Cl:18])([Cl:17])[C:15](=[NH:16])[O:10][CH2:9][C:6]1[CH:7]=[CH:8][C:3]([O:2][CH3:1])=[CH:4][CH:5]=1, predict the reactants needed to synthesize it. The reactants are: [CH3:1][O:2][C:3]1[CH:4]=[CH:5][C:6]([CH2:9][OH:10])=[CH:7][CH:8]=1.[H-].[Na+].[Cl:13][C:14]([Cl:18])([Cl:17])[C:15]#[N:16].